From a dataset of Full USPTO retrosynthesis dataset with 1.9M reactions from patents (1976-2016). Predict the reactants needed to synthesize the given product. Given the product [Cl:36][C:4]1[C:3]2[S:20][C:19](=[O:21])[NH:1][C:2]=2[N:7]=[C:6]([S:8][CH2:9][C:10]2[CH:15]=[CH:14][CH:13]=[C:12]([F:16])[C:11]=2[F:17])[N:5]=1, predict the reactants needed to synthesize it. The reactants are: [NH2:1][C:2]1[C:3]2[S:20][C:19](=[O:21])O[C:4]=2[N:5]=[C:6]([S:8][CH2:9][C:10]2[CH:15]=[CH:14][CH:13]=[C:12]([F:16])[C:11]=2[F:17])[N:7]=1.[Cl-].C(N(CC)C1C=CC=CC=1)C.P(Cl)(Cl)([Cl:36])=O.